Dataset: Reaction yield outcomes from USPTO patents with 853,638 reactions. Task: Predict the reaction yield, written as a fraction of the theoretical maximum amount of product (1.0 means a 100% yield; for example, 0.34 means a 34% yield). The reactants are C([O-])([O-])=O.[Na+].[Na+].Br[C:8]1[CH:9]=[CH:10][C:11]2=[C:12]([CH:35]=1)[N:13]=[C:14]([NH:27][C:28](=[O:34])[O:29][C:30]([CH3:33])([CH3:32])[CH3:31])[CH2:15][C:16]([C:18](=[O:26])[N:19]([CH2:23][CH2:24][CH3:25])[CH2:20][CH2:21][CH3:22])=[CH:17]2.O.[K].[K].C1(P(C2C=CC(S(O)(=O)=O)=CC=2)C2C=CC(S(O)(=O)=O)=CC=2)C=CC=CC=1.N#N.[CH3:68][N:69]([CH3:81])[C:70]([C:72]1[CH:77]=[CH:76][C:75](B(O)O)=[CH:74][CH:73]=1)=[O:71]. The catalyst is CCO.O.CCOC(C)=O.CC([O-])=O.CC([O-])=O.[Pd+2]. The product is [CH3:68][N:69]([CH3:81])[C:70]([C:72]1[CH:77]=[CH:76][C:75]([C:8]2[CH:9]=[CH:10][C:11]3=[C:12]([CH:35]=2)[N:13]=[C:14]([NH:27][C:28](=[O:34])[O:29][C:30]([CH3:32])([CH3:31])[CH3:33])[CH2:15][C:16]([C:18](=[O:26])[N:19]([CH2:20][CH2:21][CH3:22])[CH2:23][CH2:24][CH3:25])=[CH:17]3)=[CH:74][CH:73]=1)=[O:71]. The yield is 0.830.